Dataset: Reaction yield outcomes from USPTO patents with 853,638 reactions. Task: Predict the reaction yield, written as a fraction of the theoretical maximum amount of product (1.0 means a 100% yield; for example, 0.34 means a 34% yield). (1) The reactants are [Cl:1][CH2:2][C:3](=O)[CH2:4]C(OCC)=O.[C:11]([OH:14])(=[O:13])[CH3:12].[CH3:15][O:16][CH2:17][CH2:18][NH2:19].[C:20]1(C)C=CC=C[CH:21]=1. The catalyst is C(O)C. The product is [Cl:1][CH2:2][C:3]([NH:19][CH2:18][CH2:17][O:16][CH3:15])=[CH:4][CH2:12][C:11]([O:14][CH2:20][CH3:21])=[O:13]. The yield is 0.950. (2) The yield is 0.430. The reactants are [Cl:1][C:2]1[CH:27]=[CH:26][C:5]2[N:6]3[C:10]([CH2:11][NH:12][CH2:13][C:4]=2[CH:3]=1)=[N:9][N:8]=[C:7]3[C@H:14]1[CH2:19][CH2:18][C@H:17]([C:20]2[CH:24]=[C:23]([CH3:25])[O:22][N:21]=2)[CH2:16][CH2:15]1.C(N(CC)CC)C.[C:35](Cl)(=[O:37])[CH3:36]. The catalyst is ClCCl. The product is [Cl:1][C:2]1[CH:27]=[CH:26][C:5]2[N:6]3[C:10]([CH2:11][N:12]([C:35](=[O:37])[CH3:36])[CH2:13][C:4]=2[CH:3]=1)=[N:9][N:8]=[C:7]3[C@H:14]1[CH2:15][CH2:16][C@H:17]([C:20]2[CH:24]=[C:23]([CH3:25])[O:22][N:21]=2)[CH2:18][CH2:19]1. (3) The product is [NH2:24][C:21]1[N:22]=[CH:23][C:18]([C:17]#[C:16][C:14]2[CH:15]=[C:10]([NH:9][C:8]([NH:35][CH2:34][C:33]3[CH:36]=[CH:37][CH:38]=[CH:39][C:32]=3[N:26]3[CH2:31][CH2:30][CH2:29][CH2:28][CH2:27]3)=[O:25])[CH:11]=[N:12][CH:13]=2)=[CH:19][N:20]=1. The yield is 0.160. The catalyst is CN(C=O)C. The reactants are C1(O[C:8](=[O:25])[NH:9][C:10]2[CH:11]=[N:12][CH:13]=[C:14]([C:16]#[C:17][C:18]3[CH:19]=[N:20][C:21]([NH2:24])=[N:22][CH:23]=3)[CH:15]=2)C=CC=CC=1.[N:26]1([C:32]2[CH:39]=[CH:38][CH:37]=[CH:36][C:33]=2[CH2:34][NH2:35])[CH2:31][CH2:30][CH2:29][CH2:28][CH2:27]1.C(N(CC)CC)C. (4) The reactants are [Cl-].[NH4+].[F:3][C:4]1[C:9]([F:10])=[CH:8][C:7]([O:11][CH3:12])=[C:6]([N+:13]([O-])=O)[C:5]=1[NH:16][C:17]1[CH:22]=[CH:21][C:20]([I:23])=[CH:19][C:18]=1[F:24]. The catalyst is C(O)C.[Fe]. The product is [F:10][C:9]1[C:4]([F:3])=[C:5]([NH:16][C:17]2[CH:22]=[CH:21][C:20]([I:23])=[CH:19][C:18]=2[F:24])[C:6]([NH2:13])=[C:7]([O:11][CH3:12])[CH:8]=1. The yield is 0.903. (5) The reactants are [C:1]1([CH2:7][CH2:8][N:9]([CH2:21][C:22]2[CH:41]=[CH:40][C:25]([CH2:26][O:27][C:28]3[CH:33]=[CH:32][C:31]([CH2:34][CH2:35][C:36]([O:38]C)=[O:37])=[CH:30][CH:29]=3)=[CH:24][CH:23]=2)[C:10]2[S:11][CH:12]=[C:13]([C:15]3[CH:20]=[CH:19][CH:18]=[CH:17][CH:16]=3)[N:14]=2)[CH:6]=[CH:5][CH:4]=[CH:3][CH:2]=1.O1CCCC1.O.[OH-].[Li+].Cl. The catalyst is O.CO. The product is [C:1]1([CH2:7][CH2:8][N:9]([CH2:21][C:22]2[CH:23]=[CH:24][C:25]([CH2:26][O:27][C:28]3[CH:29]=[CH:30][C:31]([CH2:34][CH2:35][C:36]([OH:38])=[O:37])=[CH:32][CH:33]=3)=[CH:40][CH:41]=2)[C:10]2[S:11][CH:12]=[C:13]([C:15]3[CH:20]=[CH:19][CH:18]=[CH:17][CH:16]=3)[N:14]=2)[CH:6]=[CH:5][CH:4]=[CH:3][CH:2]=1. The yield is 0.620. (6) The reactants are [H-].[H-].[H-].[H-].[Li+].[Al+3].[F:7][C:8]1[CH:9]=[C:10]2[C:15](=O)[O:14][C:12](=[O:13])[C:11]2=[CH:17][C:18]=1[F:19].[OH-].[Na+].O. The catalyst is C1COCC1. The product is [F:7][C:8]1[CH:9]=[C:10]([CH2:15][OH:14])[C:11]([CH2:12][OH:13])=[CH:17][C:18]=1[F:19]. The yield is 0.850.